Predict the product of the given reaction. From a dataset of Forward reaction prediction with 1.9M reactions from USPTO patents (1976-2016). (1) Given the reactants [CH2:1]([C:5]1[O:6][C:7]2[CH:15]=[CH:14][CH:13]=[CH:12][C:8]=2[C:9]=1[CH:10]=O)[CH2:2][CH2:3][CH3:4].Cl.[NH2:17][OH:18].[OH-].[Na+].Cl, predict the reaction product. The product is: [CH2:1]([C:5]1[O:6][C:7]2[CH:15]=[CH:14][CH:13]=[CH:12][C:8]=2[C:9]=1[CH:10]=[N:17][OH:18])[CH2:2][CH2:3][CH3:4]. (2) Given the reactants [CH3:1][C:2]1[CH:9]=[CH:8][C:5]([CH:6]=O)=[CH:4][N:3]=1.[CH3:10][O:11][C:12]1[CH:13]=[C:14]([CH:16]=[CH:17][CH:18]=1)[NH2:15], predict the reaction product. The product is: [CH3:10][O:11][C:12]1[CH:13]=[C:14]([CH:16]=[CH:17][CH:18]=1)[N:15]=[CH:6][C:5]1[CH:4]=[N:3][C:2]([CH3:1])=[CH:9][CH:8]=1. (3) Given the reactants [N+:1]([C:4]1[C:12]([N+:13]([O-])=O)=[CH:11][C:7]2[O:8][CH2:9][O:10][C:6]=2[CH:5]=1)([O-:3])=[O:2], predict the reaction product. The product is: [N+:1]([C:4]1[C:12]([NH2:13])=[CH:11][C:7]2[O:8][CH2:9][O:10][C:6]=2[CH:5]=1)([O-:3])=[O:2]. (4) The product is: [CH:1]1([CH2:4][O:5][C:6]2[CH:11]=[CH:10][C:9]([S:12]([N:15]3[CH2:20][CH2:19][CH:18]([OH:21])[CH2:17][CH2:16]3)(=[O:13])=[O:14])=[CH:8][C:7]=2[C:28]2[C:29]3[CH:38]=[CH:37][NH:36][C:30]=3[C:31](=[O:35])[N:32]([CH3:34])[CH:33]=2)[CH2:3][CH2:2]1. Given the reactants [CH:1]1([CH2:4][O:5][C:6]2[CH:11]=[CH:10][C:9]([S:12]([N:15]3[CH2:20][CH2:19][CH:18]([O:21]C4CCCCO4)[CH2:17][CH2:16]3)(=[O:14])=[O:13])=[CH:8][C:7]=2[C:28]2[C:29]3[CH:38]=[CH:37][NH:36][C:30]=3[C:31](=[O:35])[N:32]([CH3:34])[CH:33]=2)[CH2:3][CH2:2]1.C(O)(=O)C.O1CCCC1, predict the reaction product. (5) Given the reactants C([Sn](CCCC)(CCCC)[C:6]1[CH:11]=[CH:10][C:9]([S:12]([NH2:14])=[O:13])=[CH:8][CH:7]=1)CCC.Br[C:24]1[O:28][C:27]([CH:29]=[O:30])=[CH:26][CH:25]=1.C(OCC)C, predict the reaction product. The product is: [CH:29]([C:27]1[O:28][C:24]([C:6]2[CH:7]=[CH:8][C:9]([S:12]([NH2:14])=[O:13])=[CH:10][CH:11]=2)=[CH:25][CH:26]=1)=[O:30]. (6) The product is: [CH:1]1([NH:7][C:8]2[C:16]([N+:17]([O-:19])=[O:18])=[CH:15][C:11]([C:12]([O:14][CH3:22])=[O:13])=[CH:10][N:9]=2)[CH2:6][CH2:5][CH2:4][CH2:3][CH2:2]1. Given the reactants [CH:1]1([NH:7][C:8]2[C:16]([N+:17]([O-:19])=[O:18])=[CH:15][C:11]([C:12]([OH:14])=[O:13])=[CH:10][N:9]=2)[CH2:6][CH2:5][CH2:4][CH2:3][CH2:2]1.Cl[Si](C)(C)[CH3:22], predict the reaction product. (7) Given the reactants [F:1][C:2]1[CH:3]=[C:4]([CH2:9][C:10]([OH:12])=O)[CH:5]=[CH:6][C:7]=1[OH:8].[CH2:13]([N:17]1[C:25]2[N:24]=[C:23]([Cl:26])[NH:22][C:21]=2[C:20](=[O:27])[N:19]([CH2:28][CH2:29][CH2:30]/[C:31](=[N:34]/[H])/[NH:32]O)[C:18]1=[O:36])[CH2:14][CH2:15][CH3:16], predict the reaction product. The product is: [CH2:13]([N:17]1[C:25]2[N:24]=[C:23]([Cl:26])[NH:22][C:21]=2[C:20](=[O:27])[N:19]([CH2:28][CH2:29][CH2:30][C:31]2[N:32]=[C:10]([CH2:9][C:4]3[CH:5]=[CH:6][C:7]([OH:8])=[C:2]([F:1])[CH:3]=3)[O:12][N:34]=2)[C:18]1=[O:36])[CH2:14][CH2:15][CH3:16]. (8) Given the reactants [CH2:1]([N:8]1[C:12]2[CH:13]=[C:14]([C:17]([O:19]CC)=[O:18])[CH:15]=[CH:16][C:11]=2[N:10]=[CH:9]1)[C:2]1[CH:7]=[CH:6][CH:5]=[CH:4][CH:3]=1.[OH-].[Na+], predict the reaction product. The product is: [CH2:1]([N:8]1[C:12]2[CH:13]=[C:14]([C:17]([OH:19])=[O:18])[CH:15]=[CH:16][C:11]=2[N:10]=[CH:9]1)[C:2]1[CH:3]=[CH:4][CH:5]=[CH:6][CH:7]=1. (9) Given the reactants [H-].[Na+].CN(C=O)C.[CH3:8][O:9][C:10]1[CH:11]=[CH:12][C:13]2[NH:19][C:18](=[O:20])[CH2:17][C:16](=[O:21])[N:15]([CH3:22])[C:14]=2[CH:23]=1.[CH2:24](I)[CH3:25], predict the reaction product. The product is: [CH2:24]([N:19]1[C:18](=[O:20])[CH2:17][C:16](=[O:21])[N:15]([CH3:22])[C:14]2[CH:23]=[C:10]([O:9][CH3:8])[CH:11]=[CH:12][C:13]1=2)[CH3:25].